Dataset: Peptide-MHC class II binding affinity with 134,281 pairs from IEDB. Task: Regression. Given a peptide amino acid sequence and an MHC pseudo amino acid sequence, predict their binding affinity value. This is MHC class II binding data. (1) The peptide sequence is GALLLWMGINARDRS. The MHC is DRB1_0301 with pseudo-sequence DRB1_0301. The binding affinity (normalized) is 0.272. (2) The peptide sequence is EDKYFAATQFEPLAA. The MHC is HLA-DPA10201-DPB11401 with pseudo-sequence HLA-DPA10201-DPB11401. The binding affinity (normalized) is 0.588. (3) The peptide sequence is TVMPLLCGIGCAMLH. The MHC is DRB1_0301 with pseudo-sequence DRB1_0301. The binding affinity (normalized) is 0.540. (4) The peptide sequence is LWQLNGRLEYCLKDR. The MHC is DRB1_0101 with pseudo-sequence DRB1_0101. The binding affinity (normalized) is 0.352. (5) The peptide sequence is HVGAKQENWNTDIKT. The MHC is DRB1_0801 with pseudo-sequence DRB1_0801. The binding affinity (normalized) is 0. (6) The peptide sequence is GFPVRPQVPLRPMTYKGAFDL. The MHC is HLA-DQA10501-DQB10201 with pseudo-sequence HLA-DQA10501-DQB10201. The binding affinity (normalized) is 0.189. (7) The peptide sequence is IGNGGPCLFMRTVSH. The MHC is HLA-DPA10201-DPB11401 with pseudo-sequence HLA-DPA10201-DPB11401. The binding affinity (normalized) is 0.0681. (8) The peptide sequence is TPDVSFFDSSFAPYL. The MHC is DRB1_0405 with pseudo-sequence DRB1_0405. The binding affinity (normalized) is 0.572. (9) The binding affinity (normalized) is 0.219. The MHC is HLA-DPA10103-DPB10401 with pseudo-sequence HLA-DPA10103-DPB10401. The peptide sequence is FETIVVTVDSLPEFK.